Dataset: Peptide-MHC class I binding affinity with 185,985 pairs from IEDB/IMGT. Task: Regression. Given a peptide amino acid sequence and an MHC pseudo amino acid sequence, predict their binding affinity value. This is MHC class I binding data. The peptide sequence is VMPEKRNVV. The MHC is HLA-A02:01 with pseudo-sequence HLA-A02:01. The binding affinity (normalized) is 0.426.